Dataset: Forward reaction prediction with 1.9M reactions from USPTO patents (1976-2016). Task: Predict the product of the given reaction. (1) The product is: [CH3:9][O:8][C:4]1[CH:5]=[CH:6][CH:7]=[C:2]([O:1][CH2:27][C:26]2[CH:29]=[CH:30][C:23]([O:22][CH3:21])=[CH:24][CH:25]=2)[C:3]=1[C:10](=[O:12])[CH3:11]. Given the reactants [OH:1][C:2]1[CH:7]=[CH:6][CH:5]=[C:4]([O:8][CH3:9])[C:3]=1[C:10](=[O:12])[CH3:11].C(=O)([O-])[O-].[K+].[K+].[I-].[Na+].[CH3:21][O:22][C:23]1[CH:30]=[CH:29][C:26]([CH2:27]Cl)=[CH:25][CH:24]=1, predict the reaction product. (2) Given the reactants [CH:1]1([C:6]2[CH:11]=[CH:10][C:9]([C:12](=[O:14])[CH3:13])=[CH:8][CH:7]=2)[CH2:5][CH2:4][CH2:3][CH2:2]1.II.[CH2:17]([O:19][C:20](=[O:23])[CH2:21]Br)[CH3:18].Cl, predict the reaction product. The product is: [OH:14][C:12]([C:9]1[CH:8]=[CH:7][C:6]([CH:1]2[CH2:5][CH2:4][CH2:3][CH2:2]2)=[CH:11][CH:10]=1)([CH3:13])[CH2:21][C:20]([O:19][CH2:17][CH3:18])=[O:23]. (3) Given the reactants [NH2:1][C@@H:2]1[CH2:6][CH2:5][N:4]([C:7]([O:9][C:10]([CH3:13])([CH3:12])[CH3:11])=[O:8])[CH2:3]1.[CH:14]1([C:17](O)=[O:18])[CH2:16][CH2:15]1, predict the reaction product. The product is: [CH:14]1([C:17]([NH:1][C@@H:2]2[CH2:6][CH2:5][N:4]([C:7]([O:9][C:10]([CH3:13])([CH3:12])[CH3:11])=[O:8])[CH2:3]2)=[O:18])[CH2:16][CH2:15]1. (4) Given the reactants C[O:2][C:3]([C:5]1[CH:10]=[CH:9][CH:8]=[C:7]([N+:11]([O-])=O)[C:6]=1[CH:14](C(OC)=O)[C:15]([O:17]C)=O)=[O:4].CCCCCC.C(O)(=O)C, predict the reaction product. The product is: [C:3]([C:5]1[CH:10]=[CH:9][CH:8]=[C:7]2[C:6]=1[CH2:14][C:15](=[O:17])[NH:11]2)([OH:2])=[O:4]. (5) Given the reactants [NH2:1][CH2:2][C:3]1[CH:11]=[CH:10][C:6]([C:7]([OH:9])=[O:8])=[CH:5][CH:4]=1.S(Cl)(Cl)=O.[CH3:16]O, predict the reaction product. The product is: [CH3:16][O:8][C:7](=[O:9])[C:6]1[CH:5]=[CH:4][C:3]([CH2:2][NH2:1])=[CH:11][CH:10]=1.